This data is from Full USPTO retrosynthesis dataset with 1.9M reactions from patents (1976-2016). The task is: Predict the reactants needed to synthesize the given product. (1) Given the product [CH:1]1([C:6]2([CH2:7][C:8]#[N:9])[O:13][CH2:12][CH2:11][O:10]2)[CH2:5][CH2:4][CH2:3][CH2:2]1, predict the reactants needed to synthesize it. The reactants are: [CH:1]1([C:6](=[O:10])[CH2:7][C:8]#[N:9])[CH2:5][CH2:4][CH2:3][CH2:2]1.[CH2:11](O)[CH2:12][OH:13].Cl[Si](C)(C)C. (2) The reactants are: [F:1][C:2]1[CH:9]=[C:8]([N:10]2[C:18]3[CH2:17][C:16]([CH3:20])([CH3:19])[CH2:15][C:14](=[O:21])[C:13]=3[C:12]([CH3:22])=[N:11]2)[CH:7]=[C:6]([NH:23][CH:24]2[CH2:29][CH2:28][CH:27]([O:30][CH3:31])[CH2:26][CH2:25]2)[C:3]=1[C:4]#[N:5].CS(C)=[O:34].[OH-].[Na+].OO. Given the product [F:1][C:2]1[CH:9]=[C:8]([N:10]2[C:18]3[CH2:17][C:16]([CH3:20])([CH3:19])[CH2:15][C:14](=[O:21])[C:13]=3[C:12]([CH3:22])=[N:11]2)[CH:7]=[C:6]([NH:23][C@H:24]2[CH2:25][CH2:26][C@H:27]([O:30][CH3:31])[CH2:28][CH2:29]2)[C:3]=1[C:4]([NH2:5])=[O:34], predict the reactants needed to synthesize it.